Dataset: Full USPTO retrosynthesis dataset with 1.9M reactions from patents (1976-2016). Task: Predict the reactants needed to synthesize the given product. (1) Given the product [CH3:1][C:2]1[C:7]([CH2:8][C:9]([OH:23])=[O:21])=[CH:6][CH:5]=[C:4]([C:11]2[CH:16]=[CH:15][C:14]([C:17]([F:20])([F:19])[F:18])=[CH:13][CH:12]=2)[N:3]=1, predict the reactants needed to synthesize it. The reactants are: [CH3:1][C:2]1[C:7]([CH2:8][C:9]#N)=[CH:6][CH:5]=[C:4]([C:11]2[CH:16]=[CH:15][C:14]([C:17]([F:20])([F:19])[F:18])=[CH:13][CH:12]=2)[N:3]=1.[OH-:21].[Na+].[OH2:23]. (2) Given the product [OH:8][C:9]1[CH:10]=[C:11]([C:15]2[CH2:19][C:18]([CH2:20][C:21]([O:23][C:24]([CH3:27])([CH3:26])[CH3:25])=[O:22])([CH2:28][C:29]([O:31][C:32]([CH3:35])([CH3:33])[CH3:34])=[O:30])[O:17][N:16]=2)[CH:12]=[CH:13][CH:14]=1, predict the reactants needed to synthesize it. The reactants are: C([O:8][C:9]1[CH:10]=[C:11]([C:15]2[CH2:19][C:18]([CH2:28][C:29]([O:31][C:32]([CH3:35])([CH3:34])[CH3:33])=[O:30])([CH2:20][C:21]([O:23][C:24]([CH3:27])([CH3:26])[CH3:25])=[O:22])[O:17][N:16]=2)[CH:12]=[CH:13][CH:14]=1)C1C=CC=CC=1.C1COCC1. (3) Given the product [CH3:18][C:10]1[C:11]2[C:16](=[CH:15][C:14]([OH:17])=[CH:13][CH:12]=2)[NH:8][N:9]=1, predict the reactants needed to synthesize it. The reactants are: C([N:8]1[C:16]2[C:11](=[CH:12][CH:13]=[C:14]([OH:17])[CH:15]=2)[C:10]([CH3:18])=[N:9]1)C1C=CC=CC=1.O.Cl. (4) Given the product [N:49]1[CH:50]=[CH:51][CH:52]=[CH:53][C:48]=1[S:47][CH2:2][CH:3]1[CH2:8][CH2:7][N:6]([C:9]([O:11][C:12]([CH3:15])([CH3:14])[CH3:13])=[O:10])[CH2:5][CH2:4]1, predict the reactants needed to synthesize it. The reactants are: O[CH2:2][CH:3]1[CH2:8][CH2:7][N:6]([C:9]([O:11][C:12]([CH3:15])([CH3:14])[CH3:13])=[O:10])[CH2:5][CH2:4]1.C1(P(C2C=CC=CC=2)C2C=CC=CC=2)C=CC=CC=1.N(C(OCC)=O)=NC(OCC)=O.[SH:47][C:48]1[CH:53]=[CH:52][CH:51]=[CH:50][N:49]=1. (5) Given the product [CH3:1][O:2][C:3]1[CH:4]=[CH:5][C:6]([CH2:7][N:8]2[C:16]3[C:11](=[CH:12][C:13]([NH2:17])=[CH:14][CH:15]=3)[C:10]([CH3:20])=[N:9]2)=[CH:21][CH:22]=1, predict the reactants needed to synthesize it. The reactants are: [CH3:1][O:2][C:3]1[CH:22]=[CH:21][C:6]([CH2:7][N:8]2[C:16]3[C:11](=[CH:12][C:13]([N+:17]([O-])=O)=[CH:14][CH:15]=3)[C:10]([CH3:20])=[N:9]2)=[CH:5][CH:4]=1.CCOC(C)=O. (6) Given the product [CH:1]1([N:6]2[CH2:12][C:11]([F:14])([F:13])[C:10](=[O:15])[N:9]([CH3:16])[C:8]3[CH:17]=[N:18][C:19]([NH:21][C:22]4[CH:30]=[CH:29][C:25]([C:26]([NH:43][C@H:44]5[CH2:49][CH2:48][C@@H:47]([OH:50])[CH2:46][CH2:45]5)=[O:28])=[CH:24][C:23]=4[O:31][CH3:32])=[N:20][C:7]2=3)[CH2:5][CH2:4][CH2:3][CH2:2]1, predict the reactants needed to synthesize it. The reactants are: [CH:1]1([N:6]2[CH2:12][C:11]([F:14])([F:13])[C:10](=[O:15])[N:9]([CH3:16])[C:8]3[CH:17]=[N:18][C:19]([NH:21][C:22]4[CH:30]=[CH:29][C:25]([C:26]([OH:28])=O)=[CH:24][C:23]=4[O:31][CH3:32])=[N:20][C:7]2=3)[CH2:5][CH2:4][CH2:3][CH2:2]1.C(N(C(C)C)C(C)C)C.Cl.[NH2:43][C@@H:44]1[CH2:49][CH2:48][C@H:47]([OH:50])[CH2:46][CH2:45]1. (7) Given the product [C:1]([O:4][C:5]1[C:6]([CH3:18])=[C:7]2[C:12](=[C:13]([N+:19]([O-:21])=[O:20])[C:14]=1[CH3:15])[O:11][C:10]([CH3:17])([CH3:16])[CH2:9][CH2:8]2)(=[O:3])[CH3:2], predict the reactants needed to synthesize it. The reactants are: [C:1]([O:4][C:5]1[C:6]([CH3:18])=[C:7]2[C:12](=[CH:13][C:14]=1[CH3:15])[O:11][C:10]([CH3:17])([CH3:16])[CH2:9][CH2:8]2)(=[O:3])[CH3:2].[N+:19]([O-])([OH:21])=[O:20]. (8) Given the product [N:1]([C:2]1[C:3]([CH3:15])=[C:4]([CH:9]=[C:10]([N+:12]([O-:14])=[O:13])[CH:11]=1)[C:5]([O:7][CH3:8])=[O:6])=[C:23]=[O:24], predict the reactants needed to synthesize it. The reactants are: [NH2:1][C:2]1[C:3]([CH3:15])=[C:4]([CH:9]=[C:10]([N+:12]([O-:14])=[O:13])[CH:11]=1)[C:5]([O:7][CH3:8])=[O:6].C1(C)C=CC=CC=1.[C:23](Cl)(Cl)=[O:24]. (9) The reactants are: [Br:1][C:2]1[CH:3]=[C:4]2[C:8](=[CH:9][CH:10]=1)[NH:7][N:6]=C2N.IC.COC(C)(C)C.C([O-])([O-])=O.[Na+].[Na+].[CH3:26][N:27]([CH:29]=O)[CH3:28]. Given the product [Br:1][C:2]1[CH:10]=[C:9]2[C:8](=[CH:4][CH:3]=1)[NH:7][N:6]=[C:29]2[N:27]([CH3:28])[CH3:26], predict the reactants needed to synthesize it.